Dataset: Reaction yield outcomes from USPTO patents with 853,638 reactions. Task: Predict the reaction yield, written as a fraction of the theoretical maximum amount of product (1.0 means a 100% yield; for example, 0.34 means a 34% yield). (1) The reactants are [C:1]1([C:7]([C:24]2[CH:29]=[CH:28][CH:27]=[CH:26][CH:25]=2)=[CH:8][CH2:9][N:10]2[CH2:15][CH2:14][N:13]([C:16]3[CH:23]=[CH:22][C:19]([C:20]#[N:21])=[CH:18][CH:17]=3)[CH2:12][CH2:11]2)[CH:6]=[CH:5][CH:4]=[CH:3][CH:2]=1.[Li+].C[Si]([N-:35][Si](C)(C)C)(C)C. The catalyst is O1CCCC1. The product is [C:24]1([C:7]([C:1]2[CH:2]=[CH:3][CH:4]=[CH:5][CH:6]=2)=[CH:8][CH2:9][N:10]2[CH2:11][CH2:12][N:13]([C:16]3[CH:17]=[CH:18][C:19]([C:20](=[NH:35])[NH2:21])=[CH:22][CH:23]=3)[CH2:14][CH2:15]2)[CH:29]=[CH:28][CH:27]=[CH:26][CH:25]=1. The yield is 0.710. (2) The reactants are [C:1]([O:7][CH2:8][CH3:9])(=[O:6])[CH2:2][C:3]([CH3:5])=[O:4].CO[CH:12](OC)[N:13]([CH3:15])[CH3:14]. No catalyst specified. The product is [C:3]([C:2](=[CH:12][N:13]([CH3:15])[CH3:14])[C:1]([O:7][CH2:8][CH3:9])=[O:6])(=[O:4])[CH3:5]. The yield is 0.740. (3) The reactants are F[B-](F)(F)F.[CH3:22][O:21][C:18]1[CH:19]=[CH:20][C:15]([I+][C:15]2[CH:20]=[CH:19][C:18]([O:21][CH3:22])=[CH:17][CH:16]=2)=[CH:16][CH:17]=1.[Br:23][C:24]1[CH:29]=[C:28]([N+:30]([O-:32])=[O:31])[CH:27]=[C:26]([Br:33])[C:25]=1[OH:34].CCN([CH2:40][CH3:41])CC.[CH2:42](Cl)Cl. The catalyst is [Al].[Cu]. The product is [Br:23][C:24]1[CH:29]=[C:28]([N+:30]([O-:32])=[O:31])[CH:27]=[C:26]([Br:33])[C:25]=1[O:34][C:15]1[CH:16]=[CH:17][C:18]([O:21][CH3:22])=[C:19]([CH:40]([CH3:41])[CH3:42])[CH:20]=1. The yield is 1.00. (4) The reactants are C(NC(/[N:6]=[C:7]1/[N:8]([C:15]2[CH:20]=[CH:19][CH:18]=[CH:17][C:16]=2[CH2:21][CH3:22])[C:9](=[O:14])[N:10]([CH2:12][CH3:13])[S:11]/1)=O)C.[OH-].[Na+]. The catalyst is CO. The product is [CH2:12]([N:10]1[C:9](=[O:14])[N:8]([C:15]2[CH:20]=[CH:19][CH:18]=[CH:17][C:16]=2[CH2:21][CH3:22])[C:7](=[NH:6])[S:11]1)[CH3:13]. The yield is 0.650. (5) The reactants are [CH3:1][C:2]1[NH:7][C:6]([C:8]2[S:9][CH:10]=[CH:11][N:12]=2)=[N:5][CH:4]([C:13]2[CH:18]=[CH:17][CH:16]=[CH:15][C:14]=2[C:19]([F:22])([F:21])[F:20])[C:3]=1[C:23]([O:25][CH2:26][CH3:27])=[O:24].C1C(=O)N([Br:35])C(=O)C1. The catalyst is C(Cl)(Cl)(Cl)Cl. The product is [Br:35][CH2:1][C:2]1[NH:7][C:6]([C:8]2[S:9][CH:10]=[CH:11][N:12]=2)=[N:5][CH:4]([C:13]2[CH:18]=[CH:17][CH:16]=[CH:15][C:14]=2[C:19]([F:22])([F:21])[F:20])[C:3]=1[C:23]([O:25][CH2:26][CH3:27])=[O:24]. The yield is 0.700. (6) The reactants are [C:1]([NH:4][CH2:5][CH:6]1[O:10][C:9](=[O:11])[N:8]([C:12]2[CH:20]=[CH:19][C:15]([C:16]([OH:18])=O)=[C:14]([F:21])[CH:13]=2)[CH2:7]1)(=[O:3])[CH3:2].CCN(C(C)C)C(C)C.CCN=C=NCCCN(C)C.Cl.C1C=CC2N(O)N=NC=2C=1.O[NH:54][C:55](=[NH:62])[CH2:56][N:57]1[CH:61]=[N:60][CH:59]=[N:58]1. The catalyst is C1COCC1. The product is [F:21][C:14]1[CH:13]=[C:12]([N:8]2[CH2:7][C@H:6]([CH2:5][NH:4][C:1](=[O:3])[CH3:2])[O:10][C:9]2=[O:11])[CH:20]=[CH:19][C:15]=1[C:16]1[O:18][N:62]=[C:55]([CH2:56][N:57]2[CH:61]=[N:60][CH:59]=[N:58]2)[N:54]=1. The yield is 0.220. (7) The reactants are Br.Br[CH:3]([C:13]1[CH:18]=[CH:17][N:16]=[C:15]([NH:19][C:20]([O:22][C:23]([CH3:26])([CH3:25])[CH3:24])=[O:21])[CH:14]=1)[C:4]([C:6]1[CH:11]=[CH:10][CH:9]=[C:8]([Br:12])[CH:7]=1)=O.[C:27]([NH2:31])(=[S:30])[CH2:28][CH3:29].C(=O)([O-])O.[Na+]. The catalyst is CN(C=O)C. The product is [Br:12][C:8]1[CH:7]=[C:6]([C:4]2[N:31]=[C:27]([CH2:28][CH3:29])[S:30][C:3]=2[C:13]2[CH:18]=[CH:17][N:16]=[C:15]([NH:19][C:20]([O:22][C:23]([CH3:26])([CH3:25])[CH3:24])=[O:21])[CH:14]=2)[CH:11]=[CH:10][CH:9]=1.[NH2:19][C:15]1[CH:14]=[C:13]([C:3]2[S:30][C:27]([CH2:28][CH3:29])=[N:31][C:4]=2[C:6]2[CH:11]=[CH:10][CH:9]=[C:8]([Br:12])[CH:7]=2)[CH:18]=[CH:17][N:16]=1. The yield is 0.270. (8) The reactants are [C:1]1([C:17]2[CH:22]=[CH:21][CH:20]=[CH:19][CH:18]=2)[CH:6]=[CH:5][C:4]([CH:7]([CH2:11][CH:12]2[CH2:16][CH2:15][CH2:14][CH2:13]2)[C:8](O)=[O:9])=[CH:3][CH:2]=1.F[P-](F)(F)(F)(F)F.N1(OC(N(C)C)=[N+](C)C)C2C=CC=CC=2N=N1.C(N(CC)C(C)C)(C)C.[NH2:56][C:57]1[CH:62]=[CH:61][CH:60]=[CH:59][N:58]=1. The catalyst is CN(C)C=O. The product is [C:1]1([C:17]2[CH:18]=[CH:19][CH:20]=[CH:21][CH:22]=2)[CH:2]=[CH:3][C:4]([CH:7]([CH2:11][CH:12]2[CH2:13][CH2:14][CH2:15][CH2:16]2)[C:8]([NH:56][C:57]2[CH:62]=[CH:61][CH:60]=[CH:59][N:58]=2)=[O:9])=[CH:5][CH:6]=1. The yield is 0.210.